Predict the reactants needed to synthesize the given product. From a dataset of Full USPTO retrosynthesis dataset with 1.9M reactions from patents (1976-2016). (1) Given the product [C:14]([C:13]1[C:12]([NH:20][CH:21]([C:23]2[CH:24]=[CH:25][C:26]([F:35])=[C:27]([NH:29][C:30]([CH:32]3[CH2:34][CH2:33]3)=[O:31])[CH:28]=2)[CH3:22])=[N:11][C:10]([NH:9][C:6]2[CH:5]=[C:4]([CH:1]3[CH2:3][CH2:2]3)[NH:8][N:7]=2)=[C:17]([F:18])[CH:16]=1)#[N:15], predict the reactants needed to synthesize it. The reactants are: [CH:1]1([C:4]2[NH:8][N:7]=[C:6]([NH:9][C:10]3[C:17]([F:18])=[CH:16][C:13]([C:14]#[N:15])=[C:12](F)[N:11]=3)[CH:5]=2)[CH2:3][CH2:2]1.[NH2:20][CH:21]([C:23]1[CH:24]=[CH:25][C:26]([F:35])=[C:27]([NH:29][C:30]([CH:32]2[CH2:34][CH2:33]2)=[O:31])[CH:28]=1)[CH3:22].CCN(C(C)C)C(C)C. (2) Given the product [CH2:34]([O:1][CH2:2][CH2:3][N:4]([C@@H:12]1[C@@H:16]([C:17]2[CH:22]=[CH:21][CH:20]=[CH:19][CH:18]=2)[CH2:15][N:14]([S:23]([C:26]2[N:27]=[CH:28][N:29]([CH3:31])[CH:30]=2)(=[O:25])=[O:24])[CH2:13]1)[C:5](=[O:11])[O:6][C:7]([CH3:10])([CH3:9])[CH3:8])[CH:33]=[CH2:32], predict the reactants needed to synthesize it. The reactants are: [OH:1][CH2:2][CH2:3][N:4]([C@@H:12]1[C@@H:16]([C:17]2[CH:22]=[CH:21][CH:20]=[CH:19][CH:18]=2)[CH2:15][N:14]([S:23]([C:26]2[N:27]=[CH:28][N:29]([CH3:31])[CH:30]=2)(=[O:25])=[O:24])[CH2:13]1)[C:5](=[O:11])[O:6][C:7]([CH3:10])([CH3:9])[CH3:8].[CH2:32](Br)[CH:33]=[CH2:34].[H-].[Na+]. (3) Given the product [C:17]1([NH:16][C@@H:10]2[CH2:11][CH2:12][CH2:13][CH2:14][C@@H:9]2[NH:8][C:6]([O:5][C:1]([CH3:4])([CH3:3])[CH3:2])=[O:7])[CH:22]=[CH:21][CH:20]=[CH:19][CH:18]=1, predict the reactants needed to synthesize it. The reactants are: [C:1]([O:5][C:6]([NH:8][CH:9]1[CH2:14][CH2:13][CH2:12][CH2:11][C:10]1=O)=[O:7])([CH3:4])([CH3:3])[CH3:2].[NH2:16][C:17]1[CH:22]=[CH:21][CH:20]=[CH:19][CH:18]=1.C(O)(=O)C.[BH-](OC(C)=O)(OC(C)=O)OC(C)=O.[Na+]. (4) Given the product [Cl:18][C:19]1[CH:20]=[C:21]([CH:25]=[C:26]([C:28]([F:29])([F:30])[F:31])[CH:27]=1)[C:22]([NH:10][CH2:9][C:7]1[CH:8]=[C:3]([Cl:2])[CH:4]=[CH:5][C:6]=1[S:11][C:12]1[CH:13]=[CH:14][CH:15]=[CH:16][CH:17]=1)=[O:23], predict the reactants needed to synthesize it. The reactants are: Cl.[Cl:2][C:3]1[CH:4]=[CH:5][C:6]([S:11][C:12]2[CH:17]=[CH:16][CH:15]=[CH:14][CH:13]=2)=[C:7]([CH2:9][NH2:10])[CH:8]=1.[Cl:18][C:19]1[CH:20]=[C:21]([CH:25]=[C:26]([C:28]([F:31])([F:30])[F:29])[CH:27]=1)[C:22](O)=[O:23].CC(OC(N1CCN(CC2C=CC(C([O-])=O)=CC=2C(F)(F)F)CC1)=O)(C)C. (5) Given the product [Cl:15][C:16]1[CH:20]=[CH:19][S:18][C:17]=1[C:21]1[O:14][N:13]=[C:11]([C:2]2[CH:3]=[CH:4][C:5]3[C:10](=[CH:9][CH:8]=[CH:7][CH:6]=3)[N:1]=2)[N:12]=1, predict the reactants needed to synthesize it. The reactants are: [N:1]1[C:10]2[C:5](=[CH:6][CH:7]=[CH:8][CH:9]=2)[CH:4]=[CH:3][C:2]=1[C:11](=[N:13][OH:14])[NH2:12].[Cl:15][C:16]1[CH:20]=[CH:19][S:18][C:17]=1[C:21](Cl)=O.